Predict the product of the given reaction. From a dataset of Forward reaction prediction with 1.9M reactions from USPTO patents (1976-2016). (1) Given the reactants [Br:1][C:2]1[C:11]2[C:6](=[CH:7][CH:8]=[CH:9][CH:10]=2)[C:5]([CH3:12])=[C:4]([NH2:13])[N:3]=1.[CH3:14][O:15][C:16]([C:18]1[CH:23]=[CH:22][C:21]([S:24](Cl)(=[O:26])=[O:25])=[CH:20][C:19]=1[CH3:28])=[O:17], predict the reaction product. The product is: [Br:1][C:2]1[C:11]2[C:6](=[CH:7][CH:8]=[CH:9][CH:10]=2)[C:5]([CH3:12])=[C:4]([NH:13][S:24]([C:21]2[CH:22]=[CH:23][C:18]([C:16]([O:15][CH3:14])=[O:17])=[C:19]([CH3:28])[CH:20]=2)(=[O:26])=[O:25])[N:3]=1. (2) Given the reactants N1CCC(C([O-])=O)C[CH2:2]1.[C:10]1([C@@H:16]2[CH2:21][CH2:20][C@H:19]([O:22][C:23]3[CH:24]=[C:25]4[C:30](=[CH:31][CH:32]=3)[CH:29]=[C:28]([CH2:33][N:34]3[CH2:39][CH2:38][CH:37]([C:40]([O:42][CH2:43][CH3:44])=[O:41])[CH2:36][CH2:35]3)[CH:27]=[CH:26]4)[CH2:18][CH2:17]2)C=CC=CC=1, predict the reaction product. The product is: [CH3:10][C:16]1([CH3:2])[CH2:17][CH2:18][CH:19]([O:22][C:23]2[CH:24]=[C:25]3[C:30](=[CH:31][CH:32]=2)[CH:29]=[C:28]([CH2:33][N:34]2[CH2:35][CH2:36][CH:37]([C:40]([O:42][CH2:43][CH3:44])=[O:41])[CH2:38][CH2:39]2)[CH:27]=[CH:26]3)[CH2:20][CH2:21]1.